This data is from Full USPTO retrosynthesis dataset with 1.9M reactions from patents (1976-2016). The task is: Predict the reactants needed to synthesize the given product. Given the product [Cl:1][C:2]1[CH:3]=[CH:4][C:5]([CH2:8][CH2:9][C:10]2[CH:15]=[CH:14][N:13]([C:16]3[CH:21]=[CH:20][C:19]4[C:22]5[CH2:23][NH:24][CH2:25][CH2:26][CH2:27][C:28]=5[O:29][C:18]=4[CH:17]=3)[C:12](=[O:37])[N:11]=2)=[N:6][CH:7]=1, predict the reactants needed to synthesize it. The reactants are: [Cl:1][C:2]1[CH:3]=[CH:4][C:5]([CH2:8][CH2:9][C:10]2[CH:15]=[CH:14][N:13]([C:16]3[CH:21]=[CH:20][C:19]4[C:22]5[CH2:23][N:24](C(OC(C)(C)C)=O)[CH2:25][CH2:26][CH2:27][C:28]=5[O:29][C:18]=4[CH:17]=3)[C:12](=[O:37])[N:11]=2)=[N:6][CH:7]=1.Cl.CCOCC.C([O-])(O)=O.[Na+].